Dataset: Reaction yield outcomes from USPTO patents with 853,638 reactions. Task: Predict the reaction yield, written as a fraction of the theoretical maximum amount of product (1.0 means a 100% yield; for example, 0.34 means a 34% yield). (1) The reactants are C[O:2][C:3](=[O:25])[CH2:4][CH2:5][N:6]1[CH2:11][CH2:10][N:9]([C:12]2[CH:17]=[CH:16][C:15]([NH:18][C:19]3[CH:24]=[CH:23][CH:22]=[CH:21][CH:20]=3)=[CH:14][CH:13]=2)[CH2:8][CH2:7]1.[OH-].[Na+:27]. The catalyst is CO. The product is [Na+:27].[C:19]1([NH:18][C:15]2[CH:14]=[CH:13][C:12]([N:9]3[CH2:8][CH2:7][N:6]([CH2:5][CH2:4][C:3]([O-:25])=[O:2])[CH2:11][CH2:10]3)=[CH:17][CH:16]=2)[CH:20]=[CH:21][CH:22]=[CH:23][CH:24]=1. The yield is 0.899. (2) The reactants are [O:1]=[C:2]1[CH2:10][C:9]2[C:4](=[CH:5][C:6]([CH2:11][C:12]3[CH:13]=[C:14]([NH:18][C:19]([C:21]4[N:22]([CH3:27])[N:23]=[C:24]([CH3:26])[CH:25]=4)=[O:20])[CH:15]=[CH:16][CH:17]=3)=[CH:7][CH:8]=2)[NH:3]1.[CH:28](OCC)=[O:29].[O-]CC.[Na+].Cl. The catalyst is C(O)C. The product is [OH:29][CH:28]=[C:10]1[C:9]2[C:4](=[CH:5][C:6]([CH2:11][C:12]3[CH:13]=[C:14]([NH:18][C:19]([C:21]4[N:22]([CH3:27])[N:23]=[C:24]([CH3:26])[CH:25]=4)=[O:20])[CH:15]=[CH:16][CH:17]=3)=[CH:7][CH:8]=2)[NH:3][C:2]1=[O:1]. The yield is 0.670. (3) The reactants are [H-].[Al+3].[Li+].[H-].[H-].[H-].[C:7]([NH:10][CH2:11][CH2:12][N:13]([CH2:26][CH2:27][C:28]12[CH2:37][CH:32]3[CH2:33][CH:34]([CH2:36][CH:30]([CH2:31]3)[CH2:29]1)[CH2:35]2)[C:14]([NH:16][CH2:17][CH2:18][CH2:19][C:20]1[CH:25]=[CH:24][N:23]=[CH:22][CH:21]=1)=[O:15])(=O)[CH3:8].C(OCC)(=O)C.[OH-].[Na+]. The catalyst is C(OCC)C.O1CCCC1. The product is [C:28]12([CH2:27][CH2:26][N:13]([CH2:12][CH2:11][NH:10][CH2:7][CH3:8])[C:14]([NH:16][CH2:17][CH2:18][CH2:19][C:20]3[CH:25]=[CH:24][N:23]=[CH:22][CH:21]=3)=[O:15])[CH2:35][CH:34]3[CH2:33][CH:32]([CH2:31][CH:30]([CH2:36]3)[CH2:29]1)[CH2:37]2. The yield is 0.498. (4) The reactants are [NH2:1][C:2]1[CH:3]=[CH:4][C:5]([CH3:11])=[C:6]([CH:10]=1)[C:7]([OH:9])=[O:8].[F:12][C:13]1[C:20]([F:21])=[C:19]([C:22]([F:25])([F:24])[F:23])[C:18]([F:26])=[C:17]([F:27])[C:14]=1[CH2:15]Br. The catalyst is CN(C=O)C. The product is [CH3:11][C:5]1[CH:4]=[CH:3][C:2]([NH:1][CH2:15][C:14]2[C:17]([F:27])=[C:18]([F:26])[C:19]([C:22]([F:23])([F:25])[F:24])=[C:20]([F:21])[C:13]=2[F:12])=[CH:10][C:6]=1[C:7]([OH:9])=[O:8]. The yield is 0.270.